From a dataset of TCR-epitope binding with 47,182 pairs between 192 epitopes and 23,139 TCRs. Binary Classification. Given a T-cell receptor sequence (or CDR3 region) and an epitope sequence, predict whether binding occurs between them. (1) The epitope is YEGNSPFHPL. The TCR CDR3 sequence is CASSRTGGEQYF. Result: 0 (the TCR does not bind to the epitope). (2) The epitope is KLWAQCVQL. The TCR CDR3 sequence is CAPATGGTDTQYF. Result: 1 (the TCR binds to the epitope). (3) The epitope is FLNGSCGSV. The TCR CDR3 sequence is RASSSRRCRYEQYF. Result: 1 (the TCR binds to the epitope). (4) The epitope is KAYNVTQAF. The TCR CDR3 sequence is CASSRGTGEFQPQHF. Result: 1 (the TCR binds to the epitope). (5) The epitope is LLALHRSYL. The TCR CDR3 sequence is CASSLQGAGRAQYF. Result: 0 (the TCR does not bind to the epitope). (6) The epitope is EILDITPCSF. The TCR CDR3 sequence is CASSKVEGSSGANVLTF. Result: 1 (the TCR binds to the epitope).